This data is from P-glycoprotein inhibition data for predicting drug efflux from Broccatelli et al.. The task is: Regression/Classification. Given a drug SMILES string, predict its absorption, distribution, metabolism, or excretion properties. Task type varies by dataset: regression for continuous measurements (e.g., permeability, clearance, half-life) or binary classification for categorical outcomes (e.g., BBB penetration, CYP inhibition). Dataset: pgp_broccatelli. (1) The compound is Nc1nc(N)c2nc(-c3ccccc3)c(N)nc2n1. The result is 0 (non-inhibitor). (2) The compound is CC(C)n1c(/C=C/[C@@H](O)C[C@@H](O)CC(=O)O)c(-c2ccc(F)cc2)c2ccccc21. The result is 0 (non-inhibitor). (3) The result is 0 (non-inhibitor). The compound is COc1cc(N)c(Cl)cc1C(=O)NC1CCN(Cc2ccccc2)CC1. (4) The compound is CCOc1ccc(NC(C)=O)cc1. The result is 0 (non-inhibitor). (5) The drug is C[C@H](N)[C@H](O)c1ccccc1. The result is 0 (non-inhibitor).